From a dataset of Drug-target binding data from BindingDB using IC50 measurements. Regression. Given a target protein amino acid sequence and a drug SMILES string, predict the binding affinity score between them. We predict pIC50 (pIC50 = -log10(IC50 in M); higher means more potent). Dataset: bindingdb_ic50. (1) The drug is O=C(Cc1ccccn1)Nc1ccc2ncc(-c3cc4ccccc4o3)n2n1. The target protein sequence is MVSSQKLEKPIEMGSSEPLPIADGDRRRKKKRRGRATDSLPGKFEDMYKLTSELLGEGAYAKVQGAVSLQNGKEYAVKIIEKQAGHSRSRVFREVETLYQCQGNKNILELIEFFEDDTRFYLVFEKLQGGSILAHIQKQKHFNEREASRVVRDVAAALDFLHTKDKVSLCHLGWSAMAPSGLTAAPTSLGSSDPPTSASQVAGTTGIAHRDLKPENILCESPEKVSPVKICDFDLGSGMKLNNSCTPITTPELTTPCGSAEYMAPEVVEVFTDQATFYDKRCDLWSLGVVLYIMLSGYPPFVGHCGADCGWDRGEVCRVCQNKLFESIQEGKYEFPDKDWAHISSEAKDLISKLLVRDAKQRLSAAQVLQHPWVQGQAPEKGLPTPQVLQRNSSTMDLTLFAAEAIALNRQLSQHEENELAEEPEALADGLCSMKLSPPCKS. The pIC50 is 8.2. (2) The small molecule is CCCOc1ccc(-c2cc(OCCN(CC)CC)c3ccccc3n2)cc1. The target protein (P0A0J7) has sequence MNKQIFVLYFNIFLIFLGIGLVIPVLPVYLKDLGLTGSDLGLLVAAFALSQMIISPFGGTLADKLGKKLIICIGLILFSVSEFMFAVGHNFSVLMLSRVIGGMSAGMVMPGVTGLIADISPSHQKAKNFGYMSAIINSGFILGPGIGGFMAEVSHRMPFYFAGALGILAFIMSIVLIHDPKKSTTSGFQKLEPQLLTKINWKVFITPVILTLVLSFGLSAFETLYSLYTADKVNYSPKDISIAITGGGIFGALFQIYFFDKFMKYFSELTFIAWSLLYSVVVLILLVFANGYWSIMLISFVVFIGFDMIRPAITNYFSNIAGERQGFAGGLNSTFTSMGNFIGPLIAGALFDVHIEAPIYMAIGVSLAGVVIVLIEKQHRAKLKEQNM. The pIC50 is 5.2. (3) The compound is CCCCCCCCCC[C@H](C)[C@@H](O)[C@@H](C)C=C(C)C=C(C)C(=O)[C@H](C)C=C(C)C(=O)O[C@H](CO)[C@@H](O)[C@H](O)C(=O)O. The target protein (P36107) has sequence MANPFSRWFLSERPPNCHVADLETSLDPHQTLLKVQKYKPALSDWVHYIFLGSIMLFVFITNPAPWIFKILFYCFLGTLFIIPATSQFFFNALPILTWVALYFTSSYFPDDRRPPITVKVLPAVETILYGDNLSDILATSTNSFLDILAWLPYGLFHFGAPFVVAAILFVFGPPTVLQGYAFAFGYMNLFGVIMQNVFPAAPPWYKILYGLQSANYDMHGSPGGLARIDKLLGINMYTTAFSNSSVIFGAFPSLHSGCATMEALFFCYCFPKLKPLFIAYVCWLWWSTMYLTHHYFVDLMAGSVLSYVIFQYTKYTHLPIVDTSLFCRWSYTSIEKYDISKSDPLAADSNDIESVPLSNLELDFDLNMTDEPSVSPSLFDGSTSVSRSSATSITSLGVKRA. The pIC50 is 7.4. (4) The drug is CCN(Cc1ccccc1)c1ncc(C(=O)NCCOc2ccccc2)c(-c2cc(OC)c(OC)c(OC)c2)n1. The target protein sequence is MAFYSCCWVLLALTWHTSAYGPDQRAQKKGDIILGGLFPIHFGVAAKDQDLKSRPESVECIRYNFRGFRWLQAMIFAIEEINSSPALLPNLTLGYRIFDTCNTVSKALEATLSFVAQNKIDSLNLDEFCNCSEHIPSTIAVVGATGSGVSTAVANLLGLFYIPQVSYASSSRLLSNKNQFKSFLRTIPNDEHQATAMADIIEYFRWNWVGTIAADDDYGRPGIEKFREEAEERDICIDFSELISQYSDEEEIQHVVEVIQNSTAKVIVVFSSGPDLEPLIKEIVRRNITGKIWLASEAWASSSLIAMPQYFHVVGGTIGFALKAGQIPGFREFLKKVHPRKSVHNGFAKEFWEETFNCHLQEGAKGPLPVDTFLRGHEESGDRFSNSSTAFRPLCTGDENISSVETPYIDYTHLRISYNVYLAVYSIAHALQDIYTCLPGRGLFTNGSCADIKKVEAWQVLKHLRHLNFTNNMGEQVTFDECGDLVGNYSIINWHLSPED.... The pIC50 is 6.7. (5) The compound is O=C(Nc1ccc(C(F)(F)F)cc1)N1CCc2c([nH]c3ccccc23)C1. The target protein (Q6RI86) has sequence MKRSLRRVLRPEERKEVQGVVYRGVGKDMDCSKESFKVDIEGDMCRLEAFIKNRRKLSKYEDENLCLLHHAAAEGQVELMQLIINGSSCEALNVMDDYGNTPLHWAAEKNQVESVKFLLSQGANPNLRNRNMMAPLHIAVQGMYNEVIKVLTEHKATNINLEGENGNTALMSTCAKDNSEALQILLEKGAKLCKSNKWGDYPVHQAAFSGAKRCMELILAYGEKTGYSREAHINFVNHKKASPLHLAVQSGDLDMIKMCLDSGAHIDMMENAKCMALHFAATQGATDIVKLMISSYTGSSDIVNAVDGNQETLLHRASLFDHHDLADYLISVGADINSTDSEGRSPLILATASASWNIVNLLLSKGAKVDIKDHLGRNFLHLTVQQPYGLRNLRPEFLQMQHIKELVMDEDNDGCTPLHYACRQGAPVSVNNLLRFNVSVHSKSKDKKSPLHFAASYGRINTCQRLLQDISDTRLLNEGDLHGMTPLHLAAKNGHDKVVQ.... The pIC50 is 5.2.